From a dataset of Reaction yield outcomes from USPTO patents with 853,638 reactions. Predict the reaction yield, written as a fraction of the theoretical maximum amount of product (1.0 means a 100% yield; for example, 0.34 means a 34% yield). (1) The reactants are Br[C:2]1[CH:3]=[C:4]([S:8]([NH:11][CH2:12][CH2:13][CH2:14][N:15]([CH2:18][CH3:19])[CH2:16][CH3:17])(=[O:10])=[O:9])[CH:5]=[CH:6][CH:7]=1.[N:20]1[CH:25]=[CH:24][C:23](/[CH:26]=[CH:27]/[C:28]2[CH:29]=[C:30]([NH2:34])[CH:31]=[CH:32][CH:33]=2)=[CH:22][CH:21]=1.CC(C1C=C(C(C)C)C(C2C=CC=CC=2P(C2CCCCC2)C2CCCCC2)=C(C(C)C)C=1)C.C([O-])([O-])=O.[K+].[K+]. The catalyst is CC(O)(C)C.C1C=CC(/C=C/C(/C=C/C2C=CC=CC=2)=O)=CC=1.C1C=CC(/C=C/C(/C=C/C2C=CC=CC=2)=O)=CC=1.C1C=CC(/C=C/C(/C=C/C2C=CC=CC=2)=O)=CC=1.[Pd].[Pd]. The product is [CH2:16]([N:15]([CH2:18][CH3:19])[CH2:14][CH2:13][CH2:12][NH:11][S:8]([C:4]1[CH:5]=[CH:6][CH:7]=[C:2]([NH:34][C:30]2[CH:31]=[CH:32][CH:33]=[C:28]([CH:27]=[CH:26][C:23]3[CH:24]=[CH:25][N:20]=[CH:21][CH:22]=3)[CH:29]=2)[CH:3]=1)(=[O:10])=[O:9])[CH3:17]. The yield is 0.430. (2) The reactants are [NH2:1][C:2]1[CH:7]=[CH:6][CH:5]=[CH:4][C:3]=1[SH:8].[NH2:9][C:10]1[C:14]([C:15]#N)=[CH:13][NH:12][N:11]=1.[OH-].[NH4+]. No catalyst specified. The product is [S:8]1[C:3]2[CH:4]=[CH:5][CH:6]=[CH:7][C:2]=2[N:1]=[C:15]1[C:14]1[C:10]([NH2:9])=[N:11][NH:12][CH:13]=1. The yield is 0.400. (3) The reactants are Cl[C:2]([O:4][C:5]1[CH:10]=[CH:9][CH:8]=[CH:7][CH:6]=1)=[O:3].C(=O)([O-])[O-].[K+].[K+].Cl.[C:18]([C:22]1[CH:26]=[C:25]([NH2:27])[N:24]([CH:28]([CH3:30])[CH3:29])[N:23]=1)([CH3:21])([CH3:20])[CH3:19].C(N(CC)C(C)C)(C)C. The catalyst is C(Cl)Cl. The product is [C:18]([C:22]1[CH:26]=[C:25]([NH:27][C:2](=[O:3])[O:4][C:5]2[CH:10]=[CH:9][CH:8]=[CH:7][CH:6]=2)[N:24]([CH:28]([CH3:30])[CH3:29])[N:23]=1)([CH3:21])([CH3:19])[CH3:20]. The yield is 1.00. (4) The reactants are C(OC(C1CCCC1=O)=O)C.[H-].[Na+].C(Br)CCCCCCC.C([O:25][C:26]([C:28]1([CH2:34][CH2:35][CH2:36][CH2:37][CH2:38][CH2:39][CH2:40][CH3:41])[CH2:32][CH2:31][CH2:30][C:29]1=[O:33])=O)C.[BH4-].[Li+].OCC1(CCCCCCCC)CCCC1=O. The catalyst is CN(C)C=O.O1CCCC1.C(OC(=O)C)C.C(OCC)C.O. The product is [OH:25][CH2:26][C:28]1([CH2:34][CH2:35][CH2:36][CH2:37][CH2:38][CH2:39][CH2:40][CH3:41])[CH2:32][CH2:31][CH2:30][CH:29]1[OH:33]. The yield is 0.647.